This data is from Forward reaction prediction with 1.9M reactions from USPTO patents (1976-2016). The task is: Predict the product of the given reaction. (1) Given the reactants [CH3:1][O:2][C:3](=[O:45])[NH:4][C@H:5]([C:10]([NH:12][N:13]([CH2:37][C:38]1[CH:43]=[CH:42][C:41](Br)=[CH:40][CH:39]=1)[CH2:14][C@:15]([OH:36])([C:23](=[O:35])[NH:24][C@H:25]1[C:33]2[C:28](=[CH:29][CH:30]=[CH:31][CH:32]=2)[CH2:27][C@H:26]1[OH:34])[CH2:16][C:17]1[CH:22]=[CH:21][CH:20]=[CH:19][CH:18]=1)=[O:11])[C:6]([CH3:9])([CH3:8])[CH3:7].[S:46]1[C:50](B(O)O)=[CH:49][C:48]2[CH:54]=[CH:55][CH:56]=[CH:57][C:47]1=2.C([O-])([O-])=O.[Na+].[Na+].CCO, predict the reaction product. The product is: [CH3:1][O:2][C:3](=[O:45])[NH:4][C@H:5]([C:10]([NH:12][N:13]([CH2:14][C@:15]([OH:36])([C:23](=[O:35])[NH:24][C@H:25]1[C:33]2[C:28](=[CH:29][CH:30]=[CH:31][CH:32]=2)[CH2:27][C@H:26]1[OH:34])[CH2:16][C:17]1[CH:22]=[CH:21][CH:20]=[CH:19][CH:18]=1)[CH2:37][C:38]1[CH:43]=[CH:42][C:41]([C:50]2[S:46][C:47]3[CH:57]=[CH:56][CH:55]=[CH:54][C:48]=3[CH:49]=2)=[CH:40][CH:39]=1)=[O:11])[C:6]([CH3:9])([CH3:8])[CH3:7]. (2) Given the reactants C[O:2][C:3](=O)[CH2:4][C:5](=O)[CH3:6].Br[CH2:10][C:11]([C:13]1[CH:18]=[C:17]([F:19])[CH:16]=[CH:15][C:14]=1[O:20][CH3:21])=O.[CH:22]1([CH2:25][NH2:26])[CH2:24][CH2:23]1.[N:27]1([NH2:33])[CH2:32][CH2:31][CH2:30][CH2:29][CH2:28]1, predict the reaction product. The product is: [N:27]1([NH:33][C:3]([C:4]2[CH:10]=[C:11]([C:13]3[CH:18]=[C:17]([F:19])[CH:16]=[CH:15][C:14]=3[O:20][CH3:21])[N:26]([CH2:25][CH:22]3[CH2:24][CH2:23]3)[C:5]=2[CH3:6])=[O:2])[CH2:32][CH2:31][CH2:30][CH2:29][CH2:28]1. (3) Given the reactants [P:1]([O-:12])([O:7][C:8]([CH3:11])([CH3:10])[CH3:9])[O:2][C:3]([CH3:6])([CH3:5])[CH3:4].[H-].[Na+].[N:15]1[C:24]2[C:19](=[CH:20][CH:21]=[CH:22][CH:23]=2)[CH:18]=[C:17]([CH:25]=[O:26])[CH:16]=1.O, predict the reaction product. The product is: [C:3]([O:2][P:1]([CH:25]([OH:26])[C:17]1[CH:16]=[N:15][C:24]2[C:19]([CH:18]=1)=[CH:20][CH:21]=[CH:22][CH:23]=2)(=[O:12])[O:7][C:8]([CH3:11])([CH3:10])[CH3:9])([CH3:5])([CH3:6])[CH3:4]. (4) Given the reactants [NH2:1][C:2]1[CH:3]=[N:4][C:5]2[C:10]([C:11]=1[SH:12])=[CH:9][CH:8]=[CH:7][CH:6]=2.[C:13](O)(=O)[CH2:14][CH3:15], predict the reaction product. The product is: [CH2:14]([C:15]1[S:12][C:11]2[C:10]3[CH:9]=[CH:8][CH:7]=[CH:6][C:5]=3[N:4]=[CH:3][C:2]=2[N:1]=1)[CH3:13]. (5) Given the reactants [CH3:1][C:2]1[O:6][C:5]([C:7]([NH:9][C:10]2[C:11]([C:15](O)=O)=[N:12][NH:13][CH:14]=2)=[O:8])=[CH:4][C:3]=1[CH2:18][N:19]1[CH2:24][CH2:23][O:22][CH2:21][CH2:20]1.[NH2:25][C:26]1[C:27](=[O:34])[N:28]([CH3:33])[N:29]=[CH:30][C:31]=1[NH2:32].C(Cl)CCl.C1C=NC2N(O)N=NC=2C=1, predict the reaction product. The product is: [CH3:33][N:28]1[C:27](=[O:34])[C:26]2[N:25]=[C:15]([C:11]3[C:10]([NH:9][C:7]([C:5]4[O:6][C:2]([CH3:1])=[C:3]([CH2:18][N:19]5[CH2:24][CH2:23][O:22][CH2:21][CH2:20]5)[CH:4]=4)=[O:8])=[CH:14][NH:13][N:12]=3)[NH:32][C:31]=2[CH:30]=[N:29]1.